From a dataset of Forward reaction prediction with 1.9M reactions from USPTO patents (1976-2016). Predict the product of the given reaction. (1) Given the reactants [F:1][C:2]1[CH:9]=[CH:8][C:5](C=O)=[CH:4][CH:3]=1.[C:10]1([CH3:17])[C:15]([SH:16])=[CH:14][CH:13]=[CH:12][CH:11]=1.[CH:18]([NH2:20])=[O:19].[C:21]1(C)C=CC=CC=1, predict the reaction product. The product is: [F:1][C:2]1[CH:3]=[CH:4][C:5]([N:20]([CH2:21][S:16][C:15]2[CH:14]=[CH:13][CH:12]=[CH:11][C:10]=2[CH3:17])[CH:18]=[O:19])=[CH:8][CH:9]=1. (2) Given the reactants [Br:1][C:2]1[S:6][C:5]([C:7](=[O:11])[CH2:8][CH2:9]Cl)=[CH:4][CH:3]=1.[CH3:12][C:13]([O-:15])=[O:14].[Na+], predict the reaction product. The product is: [C:13]([O:15][CH2:9][CH2:8][C:7]([C:5]1[S:6][C:2]([Br:1])=[CH:3][CH:4]=1)=[O:11])(=[O:14])[CH3:12]. (3) Given the reactants [CH2:1]([C:9]1[C:10]([C:22]([F:25])([F:24])[F:23])=[C:11]2[C:15]3=[C:16]([CH2:18][NH:19][CH2:20][CH2:21][N:14]3[CH:13]=[CH:12]2)[CH:17]=1)[CH2:2][C:3]1[CH:8]=[CH:7][CH:6]=[CH:5][CH:4]=1.[CH3:26][S:27](Cl)(=[O:29])=[O:28].C(N(C(C)C)CC)(C)C, predict the reaction product. The product is: [CH3:26][S:27]([CH:20]1[NH:19][CH2:18][C:16]2=[C:15]3[C:11](=[C:10]([C:22]([F:25])([F:24])[F:23])[C:9]([CH2:1][CH2:2][C:3]4[CH:4]=[CH:5][CH:6]=[CH:7][CH:8]=4)=[CH:17]2)[CH:12]=[CH:13][N:14]3[CH2:21]1)(=[O:29])=[O:28].